From a dataset of Full USPTO retrosynthesis dataset with 1.9M reactions from patents (1976-2016). Predict the reactants needed to synthesize the given product. (1) Given the product [ClH:40].[ClH:40].[ClH:40].[CH2:1]([C:5]1[N:6]=[N:7][C:8]([O:18][CH:19]2[CH2:20][CH2:21][N:22]([CH3:25])[CH2:23][CH2:24]2)=[CH:9][C:10]=1[C:11]1[CH:12]=[CH:13][C:14]([O:17][CH2:27][C:28]2[N:29]=[N:30][CH:31]=[CH:32][CH:33]=2)=[CH:15][CH:16]=1)[CH2:2][CH2:3][CH3:4], predict the reactants needed to synthesize it. The reactants are: [CH2:1]([C:5]1[N:6]=[N:7][C:8]([O:18][CH:19]2[CH2:24][CH2:23][N:22]([CH3:25])[CH2:21][CH2:20]2)=[CH:9][C:10]=1[C:11]1[CH:16]=[CH:15][C:14]([OH:17])=[CH:13][CH:12]=1)[CH2:2][CH2:3][CH3:4].Br[CH2:27][C:28]1[N:29]=[N:30][CH:31]=[CH:32][CH:33]=1.C(=O)([O-])[O-].[K+].[K+].[ClH:40]. (2) Given the product [C:17]([O:9][CH2:8][C:7]1[CH:10]=[C:11]([O:13][CH2:14][C:15]#[CH:16])[CH:12]=[C:5]([O:4][CH2:1][C:2]#[CH:3])[CH:6]=1)(=[O:19])[CH3:18], predict the reactants needed to synthesize it. The reactants are: [CH2:1]([O:4][C:5]1[CH:6]=[C:7]([CH:10]=[C:11]([O:13][CH2:14][C:15]#[CH:16])[CH:12]=1)[CH2:8][OH:9])[C:2]#[CH:3].[C:17](OC(=O)C)(=[O:19])[CH3:18].C(=O)([O-])[O-].[Na+].[Na+]. (3) Given the product [CH3:25][O:24][C:7]1[CH:6]=[CH:5][C:4]2[N:3]=[C:2]([NH:31][C:30]3[CH:32]=[CH:33][C:34]([N:35]4[CH2:36][CH2:37][O:38][CH2:39][CH2:40]4)=[C:28]([O:27][CH3:26])[CH:29]=3)[C:11]3=[N:12][NH:13][CH:14]=[C:10]3[C:9]=2[CH:8]=1, predict the reactants needed to synthesize it. The reactants are: Cl[C:2]1[C:11]2=[N:12][N:13](CC3C=CC(OC)=CC=3)[CH:14]=[C:10]2[C:9]2[CH:8]=[C:7]([O:24][CH3:25])[CH:6]=[CH:5][C:4]=2[N:3]=1.[CH3:26][O:27][C:28]1[CH:29]=[C:30]([CH:32]=[CH:33][C:34]=1[N:35]1[CH2:40][CH2:39][O:38][CH2:37][CH2:36]1)[NH2:31].Cl. (4) Given the product [C:1]([O:5][C:6](=[O:13])[CH:7]([C:8]1[CH:9]=[CH:17][CH:16]=[CH:15][CH:10]=1)[CH2:11][Br:12])([CH3:3])([CH3:2])[CH3:4], predict the reactants needed to synthesize it. The reactants are: [C:1]([O:5][C:6](=[O:13])[CH:7]([CH2:11][Br:12])[CH:8]([CH3:10])[CH3:9])([CH3:4])([CH3:3])[CH3:2].Br[CH2:15][CH:16](C1C=CC=CC=1)[C:17](O)=O.